From a dataset of Full USPTO retrosynthesis dataset with 1.9M reactions from patents (1976-2016). Predict the reactants needed to synthesize the given product. (1) Given the product [N+:8]([C:5]1[CH:6]=[CH:7][C:2]([O:11][C:12]2[CH:13]=[N:14][CH:15]=[CH:16][CH:17]=2)=[CH:3][CH:4]=1)([O-:10])=[O:9], predict the reactants needed to synthesize it. The reactants are: Cl[C:2]1[CH:7]=[CH:6][C:5]([N+:8]([O-:10])=[O:9])=[CH:4][CH:3]=1.[OH:11][C:12]1[CH:13]=[N:14][CH:15]=[CH:16][CH:17]=1.C(=O)([O-])[O-].[K+].[K+].O. (2) Given the product [C:1]([C:14]1[CH:13]=[CH:12][C:11]([OH:15])=[CH:10][C:9]=1[O:8][CH3:7])([CH3:4])([CH3:3])[CH3:2], predict the reactants needed to synthesize it. The reactants are: [C:1](OC)([CH3:4])([CH3:3])[CH3:2].[CH3:7][O:8][C:9]1[CH:10]=[C:11]([OH:15])[CH:12]=[CH:13][CH:14]=1. (3) Given the product [F:40][C:37]([F:38])([F:39])[C:33]1[CH:32]=[C:31]([NH:30][C:29]([N:12]2[C:13]3[C:9](=[C:8]([F:7])[C:16]([O:17][C:18]4[CH:23]=[CH:22][N:21]=[C:20]([CH2:24][OH:25])[N:19]=4)=[CH:15][CH:14]=3)[CH:10]=[C:11]2[CH3:42])=[O:41])[CH:36]=[CH:35][CH:34]=1, predict the reactants needed to synthesize it. The reactants are: C(=O)([O-])[O-].[K+].[K+].[F:7][C:8]1[C:16]([O:17][C:18]2[CH:23]=[CH:22][N:21]=[C:20]([CH2:24][O:25]C(=O)C)[N:19]=2)=[CH:15][CH:14]=[C:13]2[C:9]=1[CH:10]=[C:11]([CH3:42])[N:12]2[C:29](=[O:41])[NH:30][C:31]1[CH:36]=[CH:35][CH:34]=[C:33]([C:37]([F:40])([F:39])[F:38])[CH:32]=1.[NH4+].[Cl-].O. (4) The reactants are: [Cl:1][C:2]1[CH:7]=[C:6](I)[CH:5]=[C:4]([Cl:9])[CH:3]=1.[CH3:10][O:11][C:12](=[O:37])[C:13]1[CH:18]=[CH:17][CH:16]=[C:15]([CH2:19][N:20]([C:31]2[CH:36]=[CH:35][CH:34]=[CH:33][CH:32]=2)[C:21](=[O:30])[C:22]#[C:23][C:24]2[CH:29]=[CH:28][CH:27]=[CH:26][CH:25]=2)[CH:14]=1. Given the product [CH3:10][O:11][C:12](=[O:37])[C:13]1[CH:18]=[CH:17][CH:16]=[C:15]([CH2:19][N:20]2[C:31]3[C:36](=[CH:35][CH:34]=[CH:33][CH:32]=3)/[C:22](=[C:23](\[C:6]3[CH:7]=[C:2]([Cl:1])[CH:3]=[C:4]([Cl:9])[CH:5]=3)/[C:24]3[CH:25]=[CH:26][CH:27]=[CH:28][CH:29]=3)/[C:21]2=[O:30])[CH:14]=1, predict the reactants needed to synthesize it.